Dataset: Forward reaction prediction with 1.9M reactions from USPTO patents (1976-2016). Task: Predict the product of the given reaction. (1) Given the reactants [CH3:1][C:2]1([NH:5][C:6]2[N:11]=[C:10](S(C)(=O)=O)[C:9]([C:16]#[N:17])=[CH:8][N:7]=2)[CH2:4][CH2:3]1.CCN(C(C)C)C(C)C.Cl.[NH2:28][C@H:29]1[CH2:34][C@@H:33]([OH:35])[C@H:32]([CH3:36])[CH2:31][CH2:30]1, predict the reaction product. The product is: [OH:35][C@H:33]1[C@H:32]([CH3:36])[CH2:31][CH2:30][CH:29]([NH:28][C:10]2[C:9]([C:16]#[N:17])=[CH:8][N:7]=[C:6]([NH:5][C:2]3([CH3:1])[CH2:4][CH2:3]3)[N:11]=2)[CH2:34]1. (2) Given the reactants [PH2]([O-])=[O:2].[Na+].[C:5]([C:7]1[CH:12]=[CH:11][C:10]([C@@:13]2([CH3:38])[C:17](=[O:18])[N:16]([CH2:19][C:20]([O:22][CH2:23][C:24]3[CH:29]=[CH:28][CH:27]=[CH:26][CH:25]=3)=[O:21])[C:15](=[O:30])[N:14]2[CH2:31][C:32]2[CH:37]=[CH:36][CH:35]=[CH:34][CH:33]=2)=[CH:9][CH:8]=1)#N, predict the reaction product. The product is: [CH:5]([C:7]1[CH:12]=[CH:11][C:10]([C@@:13]2([CH3:38])[C:17](=[O:18])[N:16]([CH2:19][C:20]([O:22][CH2:23][C:24]3[CH:25]=[CH:26][CH:27]=[CH:28][CH:29]=3)=[O:21])[C:15](=[O:30])[N:14]2[CH2:31][C:32]2[CH:33]=[CH:34][CH:35]=[CH:36][CH:37]=2)=[CH:9][CH:8]=1)=[O:2]. (3) Given the reactants C1C2C(COC([N:18]3[CH2:23][C@H:22]([NH:24][S:25]([C:28]4[CH:33]=[CH:32][C:31]([CH3:34])=[CH:30][CH:29]=4)(=[O:27])=[O:26])[CH2:21][C@H:20]([C:35]([OH:37])=O)[CH2:19]3)=O)C3C(=CC=CC=3)C=2C=CC=1.CN(C(ON1N=NC2C=CC(=CC1=2)Cl)=[N+](C)C)C.F[P-](F)(F)(F)(F)F.C(N(C(C)C)C(C)C)C.[CH3:72][O:73][CH2:74][CH2:75][CH2:76][CH2:77][O:78][C:79]1[CH:84]=[CH:83][CH:82]=[CH:81][C:80]=1[CH:85]([C:88]1[CH:93]=[CH:92][CH:91]=[CH:90][CH:89]=1)[CH2:86][NH2:87], predict the reaction product. The product is: [CH3:72][O:73][CH2:74][CH2:75][CH2:76][CH2:77][O:78][C:79]1[CH:84]=[CH:83][CH:82]=[CH:81][C:80]=1[CH:85]([C:88]1[CH:93]=[CH:92][CH:91]=[CH:90][CH:89]=1)[CH2:86][NH:87][C:35]([C@H:20]1[CH2:21][C@@H:22]([NH:24][S:25]([C:28]2[CH:33]=[CH:32][C:31]([CH3:34])=[CH:30][CH:29]=2)(=[O:26])=[O:27])[CH2:23][NH:18][CH2:19]1)=[O:37]. (4) Given the reactants Cl[CH2:2][C:3]([NH:5][C:6]1[S:7][C:8]2[CH:14]=[C:13]([O:15][C:16]3[CH:17]=[CH:18][C:19]([CH3:36])=[C:20]([NH:22][C:23](=[O:35])[C:24]4[CH:29]=[CH:28][CH:27]=[C:26]([C:30]5([C:33]#[N:34])[CH2:32][CH2:31]5)[CH:25]=4)[CH:21]=3)[CH:12]=[CH:11][C:9]=2[N:10]=1)=[O:4].C(N(CC)CC)C.[CH3:44][N:45]1[CH2:50][CH2:49][NH:48][CH2:47][CH2:46]1, predict the reaction product. The product is: [C:33]([C:30]1([C:26]2[CH:25]=[C:24]([CH:29]=[CH:28][CH:27]=2)[C:23]([NH:22][C:20]2[CH:21]=[C:16]([O:15][C:13]3[CH:12]=[CH:11][C:9]4[N:10]=[C:6]([NH:5][C:3](=[O:4])[CH2:2][N:48]5[CH2:49][CH2:50][N:45]([CH3:44])[CH2:46][CH2:47]5)[S:7][C:8]=4[CH:14]=3)[CH:17]=[CH:18][C:19]=2[CH3:36])=[O:35])[CH2:32][CH2:31]1)#[N:34]. (5) Given the reactants [CH2:1]=[O:2].S(=O)(=O)(O)O.[CH:8]1[C:17]2[C:12](=[CH:13][CH:14]=[CH:15][CH:16]=2)[CH:11]=[CH:10][CH:9]=1.CCCCCCCC, predict the reaction product. The product is: [C:16]1([CH:1]=[O:2])[C:17]2[C:12](=[CH:11][CH:10]=[CH:9][CH:8]=2)[CH:13]=[CH:14][CH:15]=1. (6) Given the reactants Br[C:2]1[CH:20]=[CH:19][C:5]([CH2:6][N:7]2[CH2:11][CH:10]([C:12]3[CH:13]=[N:14][CH:15]=[CH:16][CH:17]=3)[O:9][C:8]2=[O:18])=[CH:4][CH:3]=1.[F:21][C:22]1[CH:27]=[C:26]([F:28])[CH:25]=[CH:24][C:23]=1B(O)O, predict the reaction product. The product is: [F:21][C:22]1[CH:27]=[C:26]([F:28])[CH:25]=[CH:24][C:23]=1[C:2]1[CH:20]=[CH:19][C:5]([CH2:6][N:7]2[CH2:11][CH:10]([C:12]3[CH:13]=[N:14][CH:15]=[CH:16][CH:17]=3)[O:9][C:8]2=[O:18])=[CH:4][CH:3]=1. (7) Given the reactants [CH2:1]([O:3][C:4](=[O:13])[CH2:5][C:6]1[CH:11]=[CH:10][CH:9]=[C:8](Br)[CH:7]=1)[CH3:2].O.[F-].C([N+](CCCC)(CCCC)CCCC)CCC.[CH:33]#[C:34][CH2:35][CH2:36][CH3:37], predict the reaction product. The product is: [C:33]([C:8]1[CH:7]=[C:6]([CH2:5][C:4]([O:3][CH2:1][CH3:2])=[O:13])[CH:11]=[CH:10][CH:9]=1)#[C:34][CH2:35][CH2:36][CH3:37]. (8) Given the reactants [O-]P([O-])([O-])=O.[K+].[K+].[K+].[C:9](=[O:19])([O:11][CH2:12][C:13]1[CH:18]=[CH:17][CH:16]=[CH:15][CH:14]=1)[NH2:10].[Cl:20][C:21]1[CH:29]=[C:28]2[C:24]([C:25](I)=[N:26][N:27]2[C:30]([C:43]2[CH:48]=[CH:47][CH:46]=[CH:45][CH:44]=2)([C:37]2[CH:42]=[CH:41][CH:40]=[CH:39][CH:38]=2)[C:31]2[CH:36]=[CH:35][CH:34]=[CH:33][CH:32]=2)=[CH:23][C:22]=1[C:50]([O:52][CH3:53])=[O:51], predict the reaction product. The product is: [CH2:12]([O:11][C:9]([NH:10][C:25]1[C:24]2[C:28](=[CH:29][C:21]([Cl:20])=[C:22]([C:50]([O:52][CH3:53])=[O:51])[CH:23]=2)[N:27]([C:30]([C:43]2[CH:48]=[CH:47][CH:46]=[CH:45][CH:44]=2)([C:31]2[CH:32]=[CH:33][CH:34]=[CH:35][CH:36]=2)[C:37]2[CH:42]=[CH:41][CH:40]=[CH:39][CH:38]=2)[N:26]=1)=[O:19])[C:13]1[CH:14]=[CH:15][CH:16]=[CH:17][CH:18]=1.